The task is: Predict the product of the given reaction.. This data is from Forward reaction prediction with 1.9M reactions from USPTO patents (1976-2016). Given the reactants [C:1]([O:5][C:6]([NH:8][C@H:9]1[CH2:13][C@@:12]([CH2:18][O:19][CH2:20][CH3:21])([C:14]([O:16]C)=[O:15])[CH:11]=[CH:10]1)=[O:7])([CH3:4])([CH3:3])[CH3:2].O.[OH-].[Li+], predict the reaction product. The product is: [C:1]([O:5][C:6]([NH:8][C@H:9]1[CH2:13][C@@:12]([CH2:18][O:19][CH2:20][CH3:21])([C:14]([OH:16])=[O:15])[CH:11]=[CH:10]1)=[O:7])([CH3:4])([CH3:3])[CH3:2].